From a dataset of Forward reaction prediction with 1.9M reactions from USPTO patents (1976-2016). Predict the product of the given reaction. (1) Given the reactants [Br:1][C:2]1[CH:3]=[C:4]2[C:8](=[CH:9][CH:10]=1)[NH:7][C:6](=[O:11])[CH2:5]2.[CH2:12]([N:14]([CH2:30][CH3:31])[CH2:15][CH2:16][CH2:17][NH:18][C:19]([C:21]1[C:25]([CH3:26])=[C:24]([CH:27]=O)[NH:23][C:22]=1[CH3:29])=[O:20])[CH3:13], predict the reaction product. The product is: [CH2:30]([N:14]([CH2:12][CH3:13])[CH2:15][CH2:16][CH2:17][NH:18][C:19]([C:21]1[C:25]([CH3:26])=[C:24]([CH:27]=[C:5]2[C:4]3[C:8](=[CH:9][CH:10]=[C:2]([Br:1])[CH:3]=3)[NH:7][C:6]2=[O:11])[NH:23][C:22]=1[CH3:29])=[O:20])[CH3:31]. (2) Given the reactants [OH:1][C@H:2]([CH2:8][C:9](=[O:11])[O-:10])[CH2:3][N+:4]([CH3:7])([CH3:6])[CH3:5].[C:12]([OH:21])(=[O:20])[CH:13]([CH2:17][CH2:18][CH3:19])[CH2:14][CH2:15][CH3:16].C([O-])(=O)C(CCC)CCC.[Ca+2:32].O[C@H](CC(=O)[O-])C[N+](C)(C)C.C([O-])(=O)C(CCC)CCC, predict the reaction product. The product is: [OH:1][C@H:2]([CH2:8][C:9](=[O:10])[O-:11])[CH2:3][N+:4]([CH3:7])([CH3:5])[CH3:6].[Ca:32].[C:12]([O-:21])(=[O:20])[CH:13]([CH2:17][CH2:18][CH3:19])[CH2:14][CH2:15][CH3:16]. (3) Given the reactants [S:1]=[C:2]1[N:6]2[C:7]([C:14]([F:17])([F:16])[F:15])=[CH:8][CH:9]=[C:10]([C:11]([OH:13])=[O:12])[C:5]2=[N:4][NH:3]1.[CH2:18](I)[CH3:19], predict the reaction product. The product is: [CH2:18]([S:1][C:2]1[N:6]2[C:7]([C:14]([F:16])([F:17])[F:15])=[CH:8][CH:9]=[C:10]([C:11]([OH:13])=[O:12])[C:5]2=[N:4][N:3]=1)[CH3:19]. (4) Given the reactants FC(F)(F)C([N:5]([CH2:25][C:26]1[CH:31]=[C:30]([C:32](OCC)=[O:33])[CH:29]=[CH:28][N:27]=1)[CH2:6][C:7](=[O:24])[NH:8][CH:9]1[CH2:14][CH2:13][N:12]([CH2:15][C:16]2[CH:21]=[CH:20][CH:19]=[CH:18][C:17]=2[O:22][CH3:23])[CH2:11][CH2:10]1)=O.[BH4-].[Na+], predict the reaction product. The product is: [OH:33][CH2:32][C:30]1[CH:29]=[CH:28][N:27]=[C:26]([CH2:25][NH:5][CH2:6][C:7]([NH:8][CH:9]2[CH2:14][CH2:13][N:12]([CH2:15][C:16]3[CH:21]=[CH:20][CH:19]=[CH:18][C:17]=3[O:22][CH3:23])[CH2:11][CH2:10]2)=[O:24])[CH:31]=1. (5) The product is: [C:26]([P:25]([C:30]([CH3:33])([CH3:32])[CH3:31])[O:24][C:19]1[CH:20]=[CH:21][CH:22]=[CH:23][C:18]=1[C:5]1[C:6]([CH3:17])=[CH:7][C:8]([CH3:16])=[C:9]([C:10]2[CH:15]=[CH:14][CH:13]=[CH:12][CH:11]=2)[C:4]=1[CH3:3])([CH3:29])([CH3:28])[CH3:27]. Given the reactants [H-].[Na+].[CH3:3][C:4]1[C:9]([C:10]2[CH:15]=[CH:14][CH:13]=[CH:12][CH:11]=2)=[C:8]([CH3:16])[CH:7]=[C:6]([CH3:17])[C:5]=1[C:18]1[C:19]([OH:24])=[CH:20][CH:21]=[CH:22][CH:23]=1.[P:25](Cl)([C:30]([CH3:33])([CH3:32])[CH3:31])[C:26]([CH3:29])([CH3:28])[CH3:27], predict the reaction product. (6) Given the reactants [CH:1]([C:3]1[CH:8]=[CH:7][C:6]([CH2:9][N:10]2[CH2:15][CH2:14][N:13]([C:16]3[C:21]([C:22]([O:24][CH:25]([CH3:27])[CH3:26])=[O:23])=[CH:20][CH:19]=[CH:18][N:17]=3)[CH2:12][CH2:11]2)=[CH:5][CH:4]=1)=O.[F:28][C:29]1[CH:36]=[CH:35][CH:34]=[CH:33][C:30]=1[CH2:31][NH2:32].C(O)(=O)C.C([BH3-])#N.[Na+], predict the reaction product. The product is: [CH3:27][CH:25]([O:24][C:22]([C:21]1[C:16]([N:13]2[CH2:12][CH2:11][N:10]([CH2:9][C:6]3[CH:7]=[CH:8][C:3]([CH2:1][NH:32][CH2:31][C:30]4[CH:33]=[CH:34][CH:35]=[CH:36][C:29]=4[F:28])=[CH:4][CH:5]=3)[CH2:15][CH2:14]2)=[N:17][CH:18]=[CH:19][CH:20]=1)=[O:23])[CH3:26]. (7) Given the reactants [CH2:1]([O:19][CH2:20][CH:21]([CH2:24][O:25][CH2:26][CH2:27][CH2:28][CH2:29][CH2:30][CH2:31][CH2:32][CH2:33]/[CH:34]=[CH:35]\[CH2:36]/[CH:37]=[CH:38]\[CH2:39][CH2:40][CH2:41][CH2:42][CH3:43])[CH2:22][OH:23])[CH2:2][CH2:3][CH2:4][CH2:5][CH2:6][CH2:7][CH2:8]/[CH:9]=[CH:10]\[CH2:11]/[CH:12]=[CH:13]\[CH2:14][CH2:15][CH2:16][CH2:17][CH3:18].C(N(CC)CC)C.[C:51](=O)([O-:62])[O:52][C:53]1[CH:58]=[CH:57][C:56]([N+:59]([O-:61])=[O:60])=[CH:55][CH:54]=1, predict the reaction product. The product is: [C:51](=[O:62])([O:23][CH2:22][CH:21]([CH2:20][O:19][CH2:1][CH2:2][CH2:3][CH2:4][CH2:5][CH2:6][CH2:7][CH2:8]/[CH:9]=[CH:10]\[CH2:11]/[CH:12]=[CH:13]\[CH2:14][CH2:15][CH2:16][CH2:17][CH3:18])[CH2:24][O:25][CH2:26][CH2:27][CH2:28][CH2:29][CH2:30][CH2:31][CH2:32][CH2:33]/[CH:34]=[CH:35]\[CH2:36]/[CH:37]=[CH:38]\[CH2:39][CH2:40][CH2:41][CH2:42][CH3:43])[O:52][C:53]1[CH:54]=[CH:55][C:56]([N+:59]([O-:61])=[O:60])=[CH:57][CH:58]=1. (8) Given the reactants [F:1][C:2]1[CH:3]=[C:4]([CH:17]=[CH:18][CH:19]=1)[CH2:5][O:6][C:7]1[CH:16]=[CH:15][C:10]([C:11]([O:13]C)=[O:12])=[CH:9][CH:8]=1.CO.[OH-].[Na+], predict the reaction product. The product is: [F:1][C:2]1[CH:3]=[C:4]([CH:17]=[CH:18][CH:19]=1)[CH2:5][O:6][C:7]1[CH:16]=[CH:15][C:10]([C:11]([OH:13])=[O:12])=[CH:9][CH:8]=1.